This data is from Full USPTO retrosynthesis dataset with 1.9M reactions from patents (1976-2016). The task is: Predict the reactants needed to synthesize the given product. (1) The reactants are: BrC1C=CC2SC(CCCO)=C(C)C=2C=1.[F:16][C:17]([F:39])([F:38])[C:18]1[CH:37]=[CH:36][C:21]2[CH:22]=[C:23]([CH:25]([CH2:32][CH2:33][CH2:34][CH3:35])[CH2:26][C:27](OCC)=[O:28])[S:24][C:20]=2[CH:19]=1. Given the product [F:38][C:17]([F:16])([F:39])[C:18]1[CH:37]=[CH:36][C:21]2[CH:22]=[C:23]([CH:25]([CH2:32][CH2:33][CH2:34][CH3:35])[CH2:26][CH2:27][OH:28])[S:24][C:20]=2[CH:19]=1, predict the reactants needed to synthesize it. (2) Given the product [Si:13]([O:8][CH2:7][C:3]1[CH:2]=[C:1]([CH2:9][OH:10])[CH:6]=[CH:5][CH:4]=1)([C:16]([CH3:19])([CH3:18])[CH3:17])([CH3:15])[CH3:14], predict the reactants needed to synthesize it. The reactants are: [C:1]1([CH2:9][OH:10])[CH:6]=[CH:5][CH:4]=[C:3]([CH2:7][OH:8])[CH:2]=1.[H-].[Na+].[Si:13](Cl)([C:16]([CH3:19])([CH3:18])[CH3:17])([CH3:15])[CH3:14]. (3) Given the product [CH3:15][O:1][C:2]1[C:7]2[O:8][C:9]3[CH:14]=[CH:13][CH:12]=[CH:11][C:10]=3[C:6]=2[CH:5]=[CH:4][CH:3]=1, predict the reactants needed to synthesize it. The reactants are: [OH:1][C:2]1[C:7]2[O:8][C:9]3[CH:14]=[CH:13][CH:12]=[CH:11][C:10]=3[C:6]=2[CH:5]=[CH:4][CH:3]=1.[CH3:15]N(C=O)C.CI. (4) Given the product [CH:28]1([NH:31][C:23]([C:22]2[CH:21]=[N:20][N:17]3[CH:18]=[CH:19][C:14]([N:13]4[C@@H:9]([C:3]5[CH:4]=[C:5]([F:8])[CH:6]=[CH:7][C:2]=5[F:1])[CH2:10][CH2:11][C:12]4([CH3:27])[CH3:26])=[N:15][C:16]=23)=[O:25])[CH2:30][CH2:29]1, predict the reactants needed to synthesize it. The reactants are: [F:1][C:2]1[CH:7]=[CH:6][C:5]([F:8])=[CH:4][C:3]=1[C@@H:9]1[N:13]([C:14]2[CH:19]=[CH:18][N:17]3[N:20]=[CH:21][C:22]([C:23]([OH:25])=O)=[C:16]3[N:15]=2)[C:12]([CH3:27])([CH3:26])[CH2:11][CH2:10]1.[CH:28]1([NH2:31])[CH2:30][CH2:29]1. (5) The reactants are: P(Cl)(Cl)(Cl)=O.[CH3:6][O:7][C:8]1[CH:13]=[CH:12][C:11]([N:14]([C:21]2[CH:26]=[CH:25][C:24]([O:27][CH3:28])=[CH:23][CH:22]=2)[C:15]2[CH:20]=[CH:19][CH:18]=[CH:17][CH:16]=2)=[CH:10][CH:9]=1.CN(C)[CH:31]=[O:32]. Given the product [CH3:28][O:27][C:24]1[CH:23]=[CH:22][C:21]([N:14]([C:15]2[CH:20]=[CH:19][C:18]([CH:31]=[O:32])=[CH:17][CH:16]=2)[C:11]2[CH:12]=[CH:13][C:8]([O:7][CH3:6])=[CH:9][CH:10]=2)=[CH:26][CH:25]=1, predict the reactants needed to synthesize it. (6) Given the product [Cl:24][C:19]1[CH:18]=[C:17]([CH:22]=[CH:21][C:20]=1[Cl:23])[CH2:16][CH:11]1[CH2:10][CH:9]2[CH2:15][CH2:14][CH:12]1[CH2:13][NH:8]2, predict the reactants needed to synthesize it. The reactants are: C(OC([N:8]1[CH2:13][CH:12]2[CH2:14][CH2:15][CH:9]1[CH2:10][CH:11]2[CH2:16][C:17]1[CH:22]=[CH:21][C:20]([Cl:23])=[C:19]([Cl:24])[CH:18]=1)=O)(C)(C)C.C(O)(C(F)(F)F)=O.